This data is from Full USPTO retrosynthesis dataset with 1.9M reactions from patents (1976-2016). The task is: Predict the reactants needed to synthesize the given product. (1) Given the product [C:1]([O:5][C:6]([N:8]([C:24]([O:26][C:27]([CH3:28])([CH3:30])[CH3:29])=[O:25])[C@:9]1([C:19]([O:21][CH2:22][CH3:23])=[O:20])[CH2:11][C@H:10]1[CH2:12][C:13](=[O:18])[CH2:14][CH2:15][CH:16]=[CH2:17])=[O:7])([CH3:4])([CH3:2])[CH3:3], predict the reactants needed to synthesize it. The reactants are: [C:1]([O:5][C:6]([N:8]([C:24]([O:26][C:27]([CH3:30])([CH3:29])[CH3:28])=[O:25])[C@:9]1([C:19]([O:21][CH2:22][CH3:23])=[O:20])[CH2:11][C@H:10]1[CH2:12][CH:13]([OH:18])[CH2:14][CH2:15][CH:16]=[CH2:17])=[O:7])([CH3:4])([CH3:3])[CH3:2].CC(OI1(OC(C)=O)(OC(C)=O)OC(=O)C2C=CC=CC1=2)=O. (2) Given the product [F:25][C:26]1[N:31]=[CH:30][C:29]([C:2]2[CH:3]=[CH:4][C:5]3[O:11][CH2:10][CH2:9][N:8]4[CH:12]=[C:13]([C:15]5[N:19]([CH:20]([CH3:22])[CH3:21])[N:18]=[C:17]([CH3:23])[N:16]=5)[N:14]=[C:7]4[C:6]=3[CH:24]=2)=[CH:28][CH:27]=1, predict the reactants needed to synthesize it. The reactants are: Br[C:2]1[CH:3]=[CH:4][C:5]2[O:11][CH2:10][CH2:9][N:8]3[CH:12]=[C:13]([C:15]4[N:19]([CH:20]([CH3:22])[CH3:21])[N:18]=[C:17]([CH3:23])[N:16]=4)[N:14]=[C:7]3[C:6]=2[CH:24]=1.[F:25][C:26]1[N:31]=[CH:30][C:29](B(O)O)=[CH:28][CH:27]=1. (3) Given the product [CH3:21][O:9][C:7](=[O:8])[C:6]1[CH:10]=[CH:2][C:3]([O:15][CH3:16])=[C:4]([O:13][CH3:14])[C:5]=1[OH:11], predict the reactants needed to synthesize it. The reactants are: C[C:2]1[C:3]([O:15][CH3:16])=[C:4]([O:13][CH3:14])[C:5]([O:11]C)=[C:6]([CH:10]=1)[C:7]([OH:9])=[O:8].B(Cl)(Cl)Cl.[CH3:21]CO. (4) Given the product [CH:1]1([C:5]2[CH:10]=[CH:9][C:8]([C:18]3[CH:27]=[N:26][C:25]4[NH:24][CH2:23][CH2:22][O:21][C:20]=4[CH:19]=3)=[C:7]([F:14])[C:6]=2[O:15][CH3:16])[CH2:4][CH2:3][CH2:2]1, predict the reactants needed to synthesize it. The reactants are: [CH:1]1([C:5]2[CH:10]=[CH:9][C:8](B(O)O)=[C:7]([F:14])[C:6]=2[O:15][CH3:16])[CH2:4][CH2:3][CH2:2]1.Br[C:18]1[CH:27]=[N:26][C:25]2[NH:24][CH2:23][CH2:22][O:21][C:20]=2[CH:19]=1. (5) Given the product [CH2:41]([O:40][C:39]1[N:43]=[C:22]([CH:11]2[CH2:10][CH:9]([C:6]3[CH:5]=[CH:4][C:3]([CH2:1][CH3:2])=[CH:8][CH:7]=3)[CH2:14][N:13]([C:15]([N:17]3[CH2:20][CH:19]([OH:21])[CH2:18]3)=[O:16])[CH2:12]2)[O:23][N:38]=1)[CH3:42], predict the reactants needed to synthesize it. The reactants are: [CH2:1]([C:3]1[CH:8]=[CH:7][C:6]([CH:9]2[CH2:14][N:13]([C:15]([N:17]3[CH2:20][CH:19]([OH:21])[CH2:18]3)=[O:16])[CH2:12][CH:11]([C:22](O)=[O:23])[CH2:10]2)=[CH:5][CH:4]=1)[CH3:2].C(N1C=CN=C1)(N1C=CN=C1)=O.O[NH:38][C:39](=[NH:43])[O:40][CH2:41][CH3:42]. (6) Given the product [F:1][C:2]1[CH:3]=[CH:4][C:5]([C:8]2[C:18]([C:19]3[CH:24]=[CH:23][N:22]=[CH:21][CH:20]=3)=[C:11]3[CH:12]=[C:13]([OH:16])[CH:14]=[CH:15][N:10]3[N:9]=2)=[CH:6][CH:7]=1, predict the reactants needed to synthesize it. The reactants are: [F:1][C:2]1[CH:7]=[CH:6][C:5]([C:8]2[C:18]([C:19]3[CH:24]=[CH:23][N:22]=[CH:21][CH:20]=3)=[C:11]3[CH:12]=[C:13]([O:16]C)[CH:14]=[CH:15][N:10]3[N:9]=2)=[CH:4][CH:3]=1.B(Br)(Br)Br. (7) Given the product [C:37]([N:26]1[C:25](=[O:41])[C:24]([NH:23][CH2:22][CH2:21][CH2:20][O:8][C:4]2[CH:5]=[CH:6][CH:7]=[C:2]([Cl:1])[CH:3]=2)=[C:28]([C:29]2[CH:30]=[CH:31][CH:32]=[CH:33][CH:34]=2)[S:27]1(=[O:35])=[O:36])([CH3:38])([CH3:39])[CH3:40], predict the reactants needed to synthesize it. The reactants are: [Cl:1][C:2]1[CH:3]=[C:4]([OH:8])[CH:5]=[CH:6][CH:7]=1.CC1C=CC(S(O[CH2:20][CH2:21][CH2:22][NH:23][C:24]2[C:25](=[O:41])[N:26]([C:37]([CH3:40])([CH3:39])[CH3:38])[S:27](=[O:36])(=[O:35])[C:28]=2[C:29]2[CH:34]=[CH:33][CH:32]=[CH:31][CH:30]=2)(=O)=O)=CC=1. (8) Given the product [CH2:3]([N:10]1[CH2:11][CH:12]2[CH2:16][CH:15]1[CH2:14][N:13]2[C:18]1[CH:19]=[CH:20][C:21]2[N:22]([C:24]([C:27]([F:28])([F:30])[F:29])=[N:25][N:26]=2)[N:23]=1)[C:4]1[CH:5]=[CH:6][CH:7]=[CH:8][CH:9]=1, predict the reactants needed to synthesize it. The reactants are: Br.Br.[CH2:3]([N:10]1[C@@H:15]2[CH2:16][C@@H:12]([NH:13][CH2:14]2)[CH2:11]1)[C:4]1[CH:9]=[CH:8][CH:7]=[CH:6][CH:5]=1.Cl[C:18]1[CH:19]=[CH:20][C:21]2[N:22]([C:24]([C:27]([F:30])([F:29])[F:28])=[N:25][N:26]=2)[N:23]=1. (9) Given the product [C:91]([O:90][C@H:41]1[C@@H:40]([O:39][C:27](=[O:31])[CH3:28])[C@H:44]([N:45]2[CH:50]=[CH:49][C:48](=[O:51])[NH:47][C:46]2=[O:61])[O:43][C@@H:42]1[C@H:62]([OH:89])[CH:63]([C:86]([O:88][CH2:95][CH3:96])=[O:87])[NH:64][CH2:65][CH2:66][CH2:67][NH:68][C:69](=[O:85])[C@H:70]([C@@H:82]([O:84][C:1](=[O:15])[CH2:2][CH2:3][CH2:4][CH2:5][CH2:6][CH2:7][CH2:8][CH2:9][CH2:10][CH2:11][CH2:12][CH2:13][CH3:14])[CH3:83])[NH:71][C:72](=[O:81])[O:73][CH2:74][C:75]1[CH:76]=[CH:77][CH:78]=[CH:79][CH:80]=1)(=[O:94])[CH3:92], predict the reactants needed to synthesize it. The reactants are: [C:1](OC(C)CC(=O)NCCC=O)(=[O:15])[CH2:2][CH2:3][CH2:4][CH2:5][CH2:6][CH2:7][CH2:8][CH2:9][CH2:10][CH2:11][CH2:12][CH2:13][CH3:14].[C:27]([O-:31])(=O)[CH2:28]C.[Si]([O:39][C@H:40]1[C@H:44]([N:45]2[CH:50]=[CH:49][C:48](=[O:51])[N:47](CC3C=CC(OC)=CC=3)[C:46]2=[O:61])[O:43][CH:42]([C@H:62]([OH:89])[C@@H:63]([C:86]([OH:88])=[O:87])[NH:64][CH2:65][CH2:66][CH2:67][NH:68][C:69](=[O:85])[C@H:70]([C@@H:82]([OH:84])[CH3:83])[NH:71][C:72](=[O:81])[O:73][CH2:74][C:75]2[CH:80]=[CH:79][CH:78]=[CH:77][CH:76]=2)[C@H:41]1[OH:90])(C(C)(C)C)(C)C.[C:91]([OH:94])(=O)[CH3:92].[C:95](O[BH-](OC(=O)C)OC(=O)C)(=O)[CH3:96].[Na+]. (10) Given the product [N:14]1[N:15]=[CH:16][N:11]([C:6]2[CH:7]=[CH:8][CH:9]=[C:10]3[C:5]=2[CH:4]=[CH:3][N:2]=[CH:1]3)[CH:12]=1, predict the reactants needed to synthesize it. The reactants are: [CH:1]1[C:10]2[CH:9]=[CH:8][CH:7]=[C:6]([NH2:11])[C:5]=2[CH:4]=[CH:3][N:2]=1.[CH:12]([NH:14][NH:15][CH:16]=O)=O.[Si](I)(C)(C)C.